The task is: Predict the product of the given reaction.. This data is from Forward reaction prediction with 1.9M reactions from USPTO patents (1976-2016). (1) Given the reactants O.[NH2:2][NH2:3].Cl[C:5]1[N:6]=[N:7][C:8]([C:11]2[CH:12]=[N:13][N:14]([CH3:16])[CH:15]=2)=[CH:9][CH:10]=1, predict the reaction product. The product is: [NH:2]([C:5]1[N:6]=[N:7][C:8]([C:11]2[CH:12]=[N:13][N:14]([CH3:16])[CH:15]=2)=[CH:9][CH:10]=1)[NH2:3]. (2) Given the reactants O[C@H]1C2C=CN3C=C(C)N=C3C=2N[C@H](C2C=CC=CC=2)[C@H]1O.[OH:23][C@H:24]1[C@@H:33]([O:34][CH2:35]COCCOC)[C:32]2[CH:31]=[CH:30][N:29]3[C:42](C)=[C:43]([CH3:45])[N:44]=[C:28]3[C:27]=2[NH:26][C@@H:25]1[C:47]1[CH:52]=[CH:51][CH:50]=[CH:49][CH:48]=1.C1(C)C=CC(S(O)(=O)=O)=CC=1.CC(C)=O, predict the reaction product. The product is: [OH:23][C@H:24]1[C@@H:33]([O:34][CH3:35])[C:32]2[CH:31]=[CH:30][N:29]3[CH:42]=[C:43]([CH3:45])[N:44]=[C:28]3[C:27]=2[NH:26][C@@H:25]1[C:47]1[CH:52]=[CH:51][CH:50]=[CH:49][CH:48]=1. (3) Given the reactants [NH:1]1[CH2:6][CH2:5][CH:4]([CH2:7][N:8]2[C:12]3[CH:13]=[CH:14][C:15]([C:17]4[CH:18]=[N:19][N:20]([CH:22]5[CH2:27][CH2:26][CH2:25][CH2:24][O:23]5)[CH:21]=4)=[CH:16][C:11]=3[N:10]=[CH:9]2)[CH2:3][CH2:2]1.[CH2:28]([S:35](Cl)(=[O:37])=[O:36])[C:29]1[CH:34]=[CH:33][CH:32]=[CH:31][CH:30]=1, predict the reaction product. The product is: [CH2:28]([S:35]([N:1]1[CH2:2][CH2:3][CH:4]([CH2:7][N:8]2[C:12]3[CH:13]=[CH:14][C:15]([C:17]4[CH:18]=[N:19][N:20]([CH:22]5[CH2:27][CH2:26][CH2:25][CH2:24][O:23]5)[CH:21]=4)=[CH:16][C:11]=3[N:10]=[CH:9]2)[CH2:5][CH2:6]1)(=[O:37])=[O:36])[C:29]1[CH:34]=[CH:33][CH:32]=[CH:31][CH:30]=1. (4) Given the reactants [CH2:1]([O:8][CH2:9][N:10]1[C:14]2[CH:15]=[CH:16][CH:17]=[CH:18][C:13]=2[N:12]=[CH:11]1)[C:2]1[CH:7]=[CH:6][CH:5]=[CH:4][CH:3]=1.[Li]CCCC.[CH2:24]([O:26][C:27]1[CH:28]=[C:29]([O:44][CH:45]([CH3:47])[CH3:46])[C:30]([F:43])=[C:31]([CH:42]=1)/[CH:32]=[N:33]/[C:34]1[CH:41]=[CH:40][C:37]([C:38]#[N:39])=[CH:36][CH:35]=1)[CH3:25], predict the reaction product. The product is: [CH2:1]([O:8][CH2:9][N:10]1[C:14]2[CH:15]=[CH:16][CH:17]=[CH:18][C:13]=2[N:12]=[C:11]1[N:33]([CH2:32][C:31]1[CH:42]=[C:27]([O:26][CH2:24][CH3:25])[CH:28]=[C:29]([O:44][CH:45]([CH3:47])[CH3:46])[C:30]=1[F:43])[C:34]1[CH:41]=[CH:40][C:37]([C:38]#[N:39])=[CH:36][CH:35]=1)[C:2]1[CH:3]=[CH:4][CH:5]=[CH:6][CH:7]=1. (5) Given the reactants C[O:2][C:3](=[O:45])[CH2:4][C@H:5]([OH:44])[CH2:6][C@H:7]([OH:43])[CH:8]=[CH:9][C:10]1[N:11]([CH:40]([CH3:42])[CH3:41])[C:12]([C:28](=[O:39])[NH:29][CH2:30][C:31]2[CH:36]=[CH:35][C:34]([C:37]#[N:38])=[CH:33][CH:32]=2)=[C:13]([C:22]2[CH:27]=[CH:26][CH:25]=[CH:24][CH:23]=2)[C:14]=1[C:15]1[CH:20]=[CH:19][C:18]([F:21])=[CH:17][CH:16]=1.C(O)C.O.[OH-].[Na+:51], predict the reaction product. The product is: [Na+:51].[C:37]([C:34]1[CH:35]=[CH:36][C:31]([CH2:30][NH:29][C:28]([C:12]2[N:11]([CH:40]([CH3:42])[CH3:41])[C:10]([CH:9]=[CH:8][C@@H:7]([OH:43])[CH2:6][C@@H:5]([OH:44])[CH2:4][C:3]([O-:45])=[O:2])=[C:14]([C:15]3[CH:20]=[CH:19][C:18]([F:21])=[CH:17][CH:16]=3)[C:13]=2[C:22]2[CH:27]=[CH:26][CH:25]=[CH:24][CH:23]=2)=[O:39])=[CH:32][CH:33]=1)#[N:38]. (6) Given the reactants IC1C=CN=C(OC)C=1C=O.[CH3:12][O:13][C:14]1[C:23]2[C:18](=[CH:19][CH:20]=[N:21][CH:22]=2)[CH:17]=[CH:16][N:15]=1, predict the reaction product. The product is: [CH3:12][O:13][C:14]1[N:15]=[CH:16][CH:17]=[C:18]2[C:23]=1[CH2:22][NH:21][CH2:20][CH2:19]2.